Dataset: Reaction yield outcomes from USPTO patents with 853,638 reactions. Task: Predict the reaction yield, written as a fraction of the theoretical maximum amount of product (1.0 means a 100% yield; for example, 0.34 means a 34% yield). (1) The reactants are C(N(CC)CC)C.[C:8]([CH2:10][C:11]([C:13]1[CH:22]=[CH:21][C:16]([C:17]([O:19][CH3:20])=[O:18])=[CH:15][CH:14]=1)=[O:12])#[N:9].[S:23]1CC(O)S[CH2:25][CH:24]1O.O. The catalyst is CN(C)C=O.C(O)(=O)C.C(OCC)(=O)C. The product is [NH2:9][C:8]1[S:23][CH:24]=[CH:25][C:10]=1[C:11]([C:13]1[CH:22]=[CH:21][C:16]([C:17]([O:19][CH3:20])=[O:18])=[CH:15][CH:14]=1)=[O:12]. The yield is 0.590. (2) The reactants are Cl[C:2]1[N:7]=[C:6]([NH:8][C:9]2[CH:13]=[C:12]([O:14][CH:15]([CH3:17])[CH3:16])[NH:11][N:10]=2)[C:5]([N+:18]([O-:20])=[O:19])=[CH:4][CH:3]=1.[F:21][C:22]1[CH:27]=[CH:26][C:25]([C@@H:28]([NH2:30])[CH3:29])=[CH:24][CH:23]=1.CCN(C(C)C)C(C)C. The catalyst is CCCCO. The product is [F:21][C:22]1[CH:27]=[CH:26][C:25]([C@@H:28]([NH:30][C:2]2[N:7]=[C:6]([NH:8][C:9]3[CH:13]=[C:12]([O:14][CH:15]([CH3:17])[CH3:16])[NH:11][N:10]=3)[C:5]([N+:18]([O-:20])=[O:19])=[CH:4][CH:3]=2)[CH3:29])=[CH:24][CH:23]=1. The yield is 0.970. (3) The reactants are Cl[C:2]1[C:11]2[C:6](=[CH:7][CH:8]=[CH:9][CH:10]=2)[N:5]=[C:4]([C:12]([C:14]2[CH:19]=[CH:18][CH:17]=[C:16]([F:20])[CH:15]=2)=[O:13])[N:3]=1.CCN(C(C)C)C(C)C.[NH:30]1[CH:34]=[CH:33][C:32]([NH2:35])=[N:31]1. The catalyst is CN(C=O)C. The product is [NH:30]1[CH:34]=[CH:33][C:32]([NH:35][C:2]2[C:11]3[C:6](=[CH:7][CH:8]=[CH:9][CH:10]=3)[N:5]=[C:4]([C:12]([C:14]3[CH:19]=[CH:18][CH:17]=[C:16]([F:20])[CH:15]=3)=[O:13])[N:3]=2)=[N:31]1. The yield is 0.270. (4) The product is [NH2:1][C:4]1[CH:5]=[CH:6][C:7]([C:10]2([C:13]([O:15][CH3:16])=[O:14])[CH2:12][CH2:11]2)=[CH:8][CH:9]=1. The catalyst is CO.[Ni]. The yield is 0.660. The reactants are [N+:1]([C:4]1[CH:9]=[CH:8][C:7]([C:10]2([C:13]([O:15][CH3:16])=[O:14])[CH2:12][CH2:11]2)=[CH:6][CH:5]=1)([O-])=O. (5) The reactants are [CH3:1][C:2]1[S:6][C:5]([C:7]([OH:9])=[O:8])=[CH:4][CH:3]=1.[C:10](=O)([O-])[O-].[K+].[K+].CI.C(OCC)C. The catalyst is CN(C)C=O. The product is [CH3:1][C:2]1[S:6][C:5]([C:7]([O:9][CH3:10])=[O:8])=[CH:4][CH:3]=1. The yield is 0.930. (6) The reactants are CC1(C)C(C)(C)OB([C:9]2[CH:14]=[CH:13][C:12]([CH:15]([N:17]3[C:25](=[O:26])[C:24]4[C:19](=[CH:20][CH:21]=[CH:22][CH:23]=4)[C:18]3=[O:27])[CH3:16])=[CH:11][CH:10]=2)O1.P([O-])([O-])([O-])=O.[K+].[K+].[K+].Br[C:38]1[CH2:39][C:40]([C:47]2[CH:52]=[C:51]([Cl:53])[CH:50]=[C:49]([Cl:54])[CH:48]=2)([C:43]([F:46])([F:45])[F:44])[O:41][CH:42]=1. The catalyst is CCOC(C)=O. The product is [Cl:53][C:51]1[CH:52]=[C:47]([C:40]2([C:43]([F:46])([F:45])[F:44])[CH2:39][C:38]([C:9]3[CH:14]=[CH:13][C:12]([CH:15]([N:17]4[C:25](=[O:26])[C:24]5[C:19](=[CH:20][CH:21]=[CH:22][CH:23]=5)[C:18]4=[O:27])[CH3:16])=[CH:11][CH:10]=3)=[CH:42][O:41]2)[CH:48]=[C:49]([Cl:54])[CH:50]=1. The yield is 0.270. (7) The reactants are Cl.[NH2:2][CH2:3][C:4]([C:6]1[CH:11]=[CH:10][CH:9]=[CH:8][CH:7]=1)=[O:5].Cl[C:13]1[N:18]([CH3:19])[C:17](=[O:20])[CH:16]=[C:15]([C:21]2[CH:26]=[CH:25][N:24]=[CH:23][CH:22]=2)[N:14]=1.C(N(CC)CC)C.O. The catalyst is CN(C)C1C=CN=CC=1.CS(C)=O. The product is [CH3:19][N:18]1[C:17](=[O:20])[CH:16]=[C:15]([C:21]2[CH:26]=[CH:25][N:24]=[CH:23][CH:22]=2)[N:14]=[C:13]1[NH:2][CH2:3][C:4](=[O:5])[C:6]1[CH:11]=[CH:10][CH:9]=[CH:8][CH:7]=1. The yield is 0.680. (8) The reactants are [C:1]([C:3]1[CH:8]=[CH:7][CH:6]=[CH:5][C:4]=1[C:9]1[CH:14]=[CH:13][C:12]([CH2:15][C:16]2[C:17](=[O:42])[N:18]([C@H:28]3[CH2:33][CH2:32][C@H:31]([O:34][CH2:35][C:36](N(OC)C)=[O:37])[CH2:30][CH2:29]3)[C:19]3[N:20]([N:25]=[CH:26][N:27]=3)[C:21]=2[CH2:22][CH2:23][CH3:24])=[CH:11][CH:10]=1)#[N:2].[CH2:43]([Mg]Br)[CH3:44].Cl. The catalyst is O1CCCC1. The product is [O:42]=[C:17]1[C:16]([CH2:15][C:12]2[CH:11]=[CH:10][C:9]([C:4]3[C:3]([C:1]#[N:2])=[CH:8][CH:7]=[CH:6][CH:5]=3)=[CH:14][CH:13]=2)=[C:21]([CH2:22][CH2:23][CH3:24])[N:20]2[N:25]=[CH:26][N:27]=[C:19]2[N:18]1[C@H:28]1[CH2:33][CH2:32][C@H:31]([O:34][CH2:35][C:36](=[O:37])[CH2:43][CH3:44])[CH2:30][CH2:29]1. The yield is 0.670.